From a dataset of Reaction yield outcomes from USPTO patents with 853,638 reactions. Predict the reaction yield, written as a fraction of the theoretical maximum amount of product (1.0 means a 100% yield; for example, 0.34 means a 34% yield). The reactants are [N:1]1[C:10]2[C:5](=[CH:6][CH:7]=[CH:8][CH:9]=2)[CH:4]=[CH:3][C:2]=1[CH2:11][O:12][C:13]1[CH:18]=[CH:17][C:16]([CH2:19][C:20](OCC)=[O:21])=[CH:15][CH:14]=1.[OH:25]C(C)(C)C(OC)=O.[CH3:33][C:34]([O-:37])([CH3:36])[CH3:35].[K+].Cl. The catalyst is C1COCC1.O. The product is [OH:25][C:33]1[C:34]([CH3:36])([CH3:35])[O:37][C:20](=[O:21])[C:19]=1[C:16]1[CH:15]=[CH:14][C:13]([O:12][CH2:11][C:2]2[CH:3]=[CH:4][C:5]3[C:10](=[CH:9][CH:8]=[CH:7][CH:6]=3)[N:1]=2)=[CH:18][CH:17]=1. The yield is 0.450.